From a dataset of Catalyst prediction with 721,799 reactions and 888 catalyst types from USPTO. Predict which catalyst facilitates the given reaction. (1) Reactant: [CH3:1][O:2][C@@H:3]([CH3:7])[C:4]([OH:6])=O.CCN(C(C)C)C(C)C.CN(C(ON1N=NC2C=CC=NC1=2)=[N+](C)C)C.F[P-](F)(F)(F)(F)F.[OH:41][C:42]([C:44]([F:47])([F:46])[F:45])=[O:43].[F:48][CH:49]([F:78])[CH2:50][NH:51][C:52]1[N:53]=[C:54]2[CH2:76][CH:75]([CH3:77])[NH:74][CH2:73][C:55]2=[N:56][C:57]=1[N:58]1[CH2:63][CH2:62][CH:61]([O:64][C:65]2[CH:70]=[CH:69][C:68]([F:71])=[CH:67][C:66]=2[F:72])[CH2:60][CH2:59]1. Product: [F:78][CH:49]([F:48])[CH2:50][NH:51][C:52]1[N:53]=[C:54]2[CH2:76][CH:75]([CH3:77])[N:74]([C:4](=[O:6])[C@@H:3]([O:2][CH3:1])[CH3:7])[CH2:73][C:55]2=[N:56][C:57]=1[N:58]1[CH2:59][CH2:60][CH:61]([O:64][C:65]2[CH:70]=[CH:69][C:68]([F:71])=[CH:67][C:66]=2[F:72])[CH2:62][CH2:63]1.[C:42]([OH:43])([C:44]([F:47])([F:46])[F:45])=[O:41]. The catalyst class is: 3. (2) Reactant: F[C:2]1[CH:9]=[CH:8][C:7]([N+:10]([O-:12])=[O:11])=[CH:6][C:3]=1[C:4]#[N:5].[NH2:13][C:14]1[CH:19]=[CH:18][CH:17]=[CH:16][C:15]=1[C:20]1[CH:25]=[CH:24][CH:23]=[CH:22][CH:21]=1.CC(C)([O-])C.[K+]. Product: [C:15]1([C:20]2[CH:21]=[CH:22][CH:23]=[CH:24][CH:25]=2)[CH:16]=[CH:17][CH:18]=[CH:19][C:14]=1[NH:13][C:2]1[CH:9]=[CH:8][C:7]([N+:10]([O-:12])=[O:11])=[CH:6][C:3]=1[C:4]#[N:5]. The catalyst class is: 58.